Dataset: Reaction yield outcomes from USPTO patents with 853,638 reactions. Task: Predict the reaction yield, written as a fraction of the theoretical maximum amount of product (1.0 means a 100% yield; for example, 0.34 means a 34% yield). The reactants are [CH3:1][O:2][CH2:3][C:4](=[O:18])[C:5](=[N:10][NH:11][C:12]1[CH:13]=[N:14][CH:15]=[CH:16][CH:17]=1)[C:6]([O:8][CH3:9])=[O:7].[CH3:19]OC(OC)N(C)C. No catalyst specified. The product is [CH3:1][O:2][C:3]1[C:4](=[O:18])[C:5]([C:6]([O:8][CH3:9])=[O:7])=[N:10][N:11]([C:12]2[CH:13]=[N:14][CH:15]=[CH:16][CH:17]=2)[CH:19]=1. The yield is 0.640.